Dataset: Forward reaction prediction with 1.9M reactions from USPTO patents (1976-2016). Task: Predict the product of the given reaction. (1) Given the reactants [CH3:1][O:2][C:3]([C:5]1[C:10]([F:11])=[CH:9][C:8](F)=[CH:7][N:6]=1)=[O:4].[CH3:13][N:14]1[CH:18]=[CH:17][C:16]([NH:19][C:20]([C:22]2[CH:32]=[C:31]([OH:33])[C:25]3[CH2:26][C:27]([CH3:30])([CH3:29])[O:28][C:24]=3[CH:23]=2)=[O:21])=[N:15]1.C([O-])([O-])=O.[Cs+].[Cs+], predict the reaction product. The product is: [CH3:1][O:2][C:3]([C:5]1[C:10]([F:11])=[CH:9][C:8]([O:33][C:31]2[C:25]3[CH2:26][C:27]([CH3:29])([CH3:30])[O:28][C:24]=3[CH:23]=[C:22]([C:20](=[O:21])[NH:19][C:16]3[CH:17]=[CH:18][N:14]([CH3:13])[N:15]=3)[CH:32]=2)=[CH:7][N:6]=1)=[O:4]. (2) Given the reactants [Cl:1][C:2]1[CH:3]=[C:4]([C:30]2[CH2:31][CH2:32][C:33](=[O:36])[NH:34][N:35]=2)[CH:5]=[CH:6][C:7]=1[O:8][CH2:9][C:10]([N:12]1[CH2:17][CH2:16][CH:15]([NH:18][CH2:19][C@H:20]([OH:29])[CH2:21][O:22][C:23]2[CH:28]=[CH:27][CH:26]=[CH:25][CH:24]=2)[CH2:14][CH2:13]1)=[O:11].[CH3:37][O:38]C1C=CC(O)=CC=1, predict the reaction product. The product is: [Cl:1][C:2]1[CH:3]=[C:4]([C:30]2[CH2:31][CH2:32][C:33](=[O:36])[NH:34][N:35]=2)[CH:5]=[CH:6][C:7]=1[O:8][CH2:9][C:10]([N:12]1[CH2:13][CH2:14][CH:15]([NH:18][CH2:19][C@H:20]([OH:29])[CH2:21][O:22][C:23]2[CH:24]=[CH:25][C:26]([O:38][CH3:37])=[CH:27][CH:28]=2)[CH2:16][CH2:17]1)=[O:11]. (3) Given the reactants [CH3:1][O:2][C:3]1[CH:4]=[C:5]([OH:12])[CH:6]=[CH:7][C:8]=1[N+:9]([O-])=O.C(=O)([O-])[O-].[K+].[K+].Cl[C:20]1[C:21]2[N:28]([CH3:29])[CH:27]=[CH:26][C:22]=2[N:23]=[CH:24][N:25]=1, predict the reaction product. The product is: [CH3:1][O:2][C:3]1[CH:4]=[C:5]([O:12][C:20]2[C:21]3[N:28]([CH3:29])[CH:27]=[CH:26][C:22]=3[N:23]=[CH:24][N:25]=2)[CH:6]=[CH:7][C:8]=1[NH2:9]. (4) The product is: [CH2:1]([O:3][C:4]([C:5]1[CH:17]=[C:18]2[CH:23]=[CH:22][N:21]=[CH:20][N:19]2[C:6]=1[NH:8][C:9]1[CH:14]=[CH:13][C:12]([I:15])=[CH:11][C:10]=1[F:16])=[O:24])[CH3:2]. Given the reactants [CH2:1]([O:3][C:4](=[O:24])[CH:5]([CH2:17][C:18]1[CH:23]=[CH:22][N:21]=[CH:20][N:19]=1)[C:6]([NH:8][C:9]1[CH:14]=[CH:13][C:12]([I:15])=[CH:11][C:10]=1[F:16])=O)[CH3:2].O(Cl)Cl.[P+5], predict the reaction product. (5) The product is: [CH3:32][O:31][C:28]1[CH:29]=[CH:30][C:25]([S:22]([C:6]2([C:4]([OH:5])=[O:3])[CH2:7][CH2:8][N:9]([CH2:12][CH2:13][C:14]3[CH:15]=[CH:16][C:17]([O:20][CH3:21])=[CH:18][CH:19]=3)[CH2:10][CH2:11]2)(=[O:23])=[O:24])=[CH:26][CH:27]=1. Given the reactants C([O:3][C:4]([C:6]1([S:22]([C:25]2[CH:30]=[CH:29][C:28]([O:31][CH3:32])=[CH:27][CH:26]=2)(=[O:24])=[O:23])[CH2:11][CH2:10][N:9]([CH2:12][CH2:13][C:14]2[CH:19]=[CH:18][C:17]([O:20][CH3:21])=[CH:16][CH:15]=2)[CH2:8][CH2:7]1)=[O:5])C, predict the reaction product. (6) The product is: [NH2:34][C:28]1([CH2:27][NH:26][C:24]([C:20]2[N:15]3[CH:16]=[C:17]([CH3:19])[CH:18]=[C:13]([O:12][CH2:11][C:10]4[C:9]([F:8])=[CH:45][CH:44]=[CH:43][C:42]=4[F:46])[C:14]3=[N:22][C:21]=2[CH3:23])=[O:25])[CH2:29][CH2:30][CH2:31][CH2:32][CH2:33]1. Given the reactants FC(F)(F)C(O)=O.[F:8][C:9]1[CH:45]=[CH:44][CH:43]=[C:42]([F:46])[C:10]=1[CH2:11][O:12][C:13]1[C:14]2[N:15]([C:20]([C:24]([NH:26][CH2:27][C:28]3([NH:34]C(=O)OC(C)(C)C)[CH2:33][CH2:32][CH2:31][CH2:30][CH2:29]3)=[O:25])=[C:21]([CH3:23])[N:22]=2)[CH:16]=[C:17]([CH3:19])[CH:18]=1.Cl, predict the reaction product. (7) Given the reactants Cl[C:2]1[CH:7]=[CH:6][CH:5]=[C:4]([C:8]2[NH:9][CH:10]=[CH:11][N:12]=2)[N:3]=1.O.[CH3:14][N:15](C=O)C, predict the reaction product. The product is: [NH:12]1[CH:11]=[CH:10][N:9]=[C:8]1[C:4]1[N:3]=[C:2]([C:14]#[N:15])[CH:7]=[CH:6][CH:5]=1. (8) Given the reactants C([O:5][CH2:6][CH2:7][C:8]([OH:10])=O)(=O)C=C.Cl.C(N=C=NCCCN(C)C)C.C(N(CC)CC)C.Cl.[N+:31]([C:34]1[CH:41]=[CH:40][CH:39]=[CH:38][C:35]=1[CH2:36][NH2:37])([O-:33])=[O:32].[OH-].[Na+], predict the reaction product. The product is: [OH:5][CH2:6][CH2:7][C:8]([NH:37][CH2:36][C:35]1[CH:38]=[CH:39][CH:40]=[CH:41][C:34]=1[N+:31]([O-:33])=[O:32])=[O:10]. (9) Given the reactants [CH3:1][O:2][CH2:3][CH2:4][N:5]1[CH2:15][CH:14]2[CH2:16][CH:7]([C:8]3[C:13]2=[CH:12][C:11]([NH2:17])=[CH:10][CH:9]=3)[CH2:6]1.Cl[C:19]1[N:24]=[C:23]([NH:25][C:26]2[CH:31]=[CH:30][CH:29]=[CH:28][C:27]=2[S:32]([NH:35][CH3:36])(=[O:34])=[O:33])[C:22]([Cl:37])=[CH:21][N:20]=1.Cl.O1CCOCC1.[Na], predict the reaction product. The product is: [Cl:37][C:22]1[C:23]([NH:25][C:26]2[CH:31]=[CH:30][CH:29]=[CH:28][C:27]=2[S:32]([NH:35][CH3:36])(=[O:34])=[O:33])=[N:24][C:19]([NH:17][C:11]2[CH:12]=[C:13]3[C:8](=[CH:9][CH:10]=2)[CH:7]2[CH2:16][CH:14]3[CH2:15][N:5]([CH2:4][CH2:3][O:2][CH3:1])[CH2:6]2)=[N:20][CH:21]=1. (10) Given the reactants [Br:1][C:2]1[CH:3]=[C:4]2[C:9](=[CH:10][CH:11]=1)[N:8]=[CH:7][C:6]([C:12](OCC)=[O:13])=[C:5]2[NH:17][C:18]1[CH:23]=[CH:22][C:21]([N:24]2[CH2:29][CH2:28][N:27]([C:30]([O:32][C:33]([CH3:36])([CH3:35])[CH3:34])=[O:31])[CH2:26][CH2:25]2)=[C:20]([C:37]([F:40])([F:39])[F:38])[CH:19]=1.[BH4-].[Na+].CCOC(C)=O, predict the reaction product. The product is: [Br:1][C:2]1[CH:3]=[C:4]2[C:9](=[CH:10][CH:11]=1)[N:8]=[CH:7][C:6]([CH2:12][OH:13])=[C:5]2[NH:17][C:18]1[CH:23]=[CH:22][C:21]([N:24]2[CH2:25][CH2:26][N:27]([C:30]([O:32][C:33]([CH3:36])([CH3:35])[CH3:34])=[O:31])[CH2:28][CH2:29]2)=[C:20]([C:37]([F:40])([F:38])[F:39])[CH:19]=1.